From a dataset of NCI-60 drug combinations with 297,098 pairs across 59 cell lines. Regression. Given two drug SMILES strings and cell line genomic features, predict the synergy score measuring deviation from expected non-interaction effect. (1) Drug 1: C1=CC(=CC=C1CCCC(=O)O)N(CCCl)CCCl. Cell line: UACC62. Synergy scores: CSS=21.5, Synergy_ZIP=-8.45, Synergy_Bliss=-9.54, Synergy_Loewe=-5.09, Synergy_HSA=-4.81. Drug 2: CN(CC1=CN=C2C(=N1)C(=NC(=N2)N)N)C3=CC=C(C=C3)C(=O)NC(CCC(=O)O)C(=O)O. (2) Drug 1: C1C(C(OC1N2C=NC3=C(N=C(N=C32)Cl)N)CO)O. Drug 2: CC1=C2C(C(=O)C3(C(CC4C(C3C(C(C2(C)C)(CC1OC(=O)C(C(C5=CC=CC=C5)NC(=O)OC(C)(C)C)O)O)OC(=O)C6=CC=CC=C6)(CO4)OC(=O)C)O)C)O. Cell line: SK-MEL-5. Synergy scores: CSS=38.2, Synergy_ZIP=0.0624, Synergy_Bliss=-1.39, Synergy_Loewe=-4.68, Synergy_HSA=-2.73. (3) Drug 1: CC12CCC3C(C1CCC2=O)CC(=C)C4=CC(=O)C=CC34C. Drug 2: C1=NC2=C(N=C(N=C2N1C3C(C(C(O3)CO)O)F)Cl)N. Cell line: MOLT-4. Synergy scores: CSS=80.1, Synergy_ZIP=0.994, Synergy_Bliss=1.83, Synergy_Loewe=1.20, Synergy_HSA=2.05. (4) Drug 2: CCC1=CC2CC(C3=C(CN(C2)C1)C4=CC=CC=C4N3)(C5=C(C=C6C(=C5)C78CCN9C7C(C=CC9)(C(C(C8N6C)(C(=O)OC)O)OC(=O)C)CC)OC)C(=O)OC.C(C(C(=O)O)O)(C(=O)O)O. Synergy scores: CSS=44.2, Synergy_ZIP=-5.44, Synergy_Bliss=-1.19, Synergy_Loewe=-7.11, Synergy_HSA=2.52. Cell line: LOX IMVI. Drug 1: C1CCC(C1)C(CC#N)N2C=C(C=N2)C3=C4C=CNC4=NC=N3. (5) Drug 1: CC1=C(C=C(C=C1)NC2=NC=CC(=N2)N(C)C3=CC4=NN(C(=C4C=C3)C)C)S(=O)(=O)N.Cl. Drug 2: C1CN(P(=O)(OC1)NCCCl)CCCl. Cell line: SW-620. Synergy scores: CSS=-12.4, Synergy_ZIP=5.09, Synergy_Bliss=-5.18, Synergy_Loewe=-14.2, Synergy_HSA=-15.4. (6) Drug 1: C1=NC2=C(N=C(N=C2N1C3C(C(C(O3)CO)O)O)F)N. Drug 2: COC1=NC(=NC2=C1N=CN2C3C(C(C(O3)CO)O)O)N. Cell line: OVCAR-8. Synergy scores: CSS=-3.39, Synergy_ZIP=3.42, Synergy_Bliss=4.53, Synergy_Loewe=-2.10, Synergy_HSA=-1.67.